This data is from Full USPTO retrosynthesis dataset with 1.9M reactions from patents (1976-2016). The task is: Predict the reactants needed to synthesize the given product. (1) The reactants are: Cl.CN(C)CCCN=C=NCC.[CH3:13][C:14]1[CH:15]=[CH:16][C:17]([C:20]2[N:24]([C:25]3[S:26][CH:27]=[CH:28][N:29]=3)[N:23]=[C:22]([C:30]([OH:32])=O)[CH:21]=2)=[N:18][CH:19]=1.Cl.[CH3:34][N:35]1[CH2:40][CH2:39][NH:38][CH2:37][C:36]1=[O:41].ON1C2C=CC=CC=2N=N1. Given the product [CH3:13][C:14]1[CH:15]=[CH:16][C:17]([C:20]2[N:24]([C:25]3[S:26][CH:27]=[CH:28][N:29]=3)[N:23]=[C:22]([C:30]([N:38]3[CH2:39][CH2:40][N:35]([CH3:34])[C:36](=[O:41])[CH2:37]3)=[O:32])[CH:21]=2)=[N:18][CH:19]=1, predict the reactants needed to synthesize it. (2) Given the product [F:1][C:2]1[CH:7]=[CH:6][C:5]([C:8]2[N:23]([CH2:24][CH2:25][C@H:26]3[O:31][C:30]([CH3:32])([CH3:33])[O:29][C@@H:28]([CH2:34][C:35]([O:37][C:38]([C:41]4[CH:42]=[CH:43][CH:44]=[CH:45][CH:46]=4)([CH3:40])[CH3:39])=[O:36])[CH2:27]3)[C:11]([CH:12]([CH3:14])[CH3:13])=[CH:10][C:9]=2[C:16]2[CH:21]=[CH:20][CH:19]=[CH:18][CH:17]=2)=[CH:4][CH:3]=1, predict the reactants needed to synthesize it. The reactants are: [F:1][C:2]1[CH:7]=[CH:6][C:5]([C:8](=O)[CH:9]([C:16]2[CH:21]=[CH:20][CH:19]=[CH:18][CH:17]=2)[CH2:10][C:11](=O)[CH:12]([CH3:14])[CH3:13])=[CH:4][CH:3]=1.[NH2:23][CH2:24][CH2:25][C@H:26]1[O:31][C:30]([CH3:33])([CH3:32])[O:29][C@@H:28]([CH2:34][C:35]([O:37][C:38]([C:41]2[CH:46]=[CH:45][CH:44]=[CH:43][CH:42]=2)([CH3:40])[CH3:39])=[O:36])[CH2:27]1. (3) Given the product [F:29][C:30]1[CH:31]=[C:32]([C:36]2[N:39]=[C:26]([CH:11]3[CH2:12][CH:13]([C:15]4[CH:20]=[CH:19][C:18]([O:21][C:22]([F:24])([F:25])[F:23])=[CH:17][CH:16]=4)[CH2:14][N:9]([C:7]([N:1]4[CH2:2][CH2:3][O:4][CH2:5][CH2:6]4)=[O:8])[CH2:10]3)[O:28][N:37]=2)[CH:33]=[CH:34][CH:35]=1, predict the reactants needed to synthesize it. The reactants are: [N:1]1([C:7]([N:9]2[CH2:14][CH:13]([C:15]3[CH:20]=[CH:19][C:18]([O:21][C:22]([F:25])([F:24])[F:23])=[CH:17][CH:16]=3)[CH2:12][CH:11]([C:26]([OH:28])=O)[CH2:10]2)=[O:8])[CH2:6][CH2:5][O:4][CH2:3][CH2:2]1.[F:29][C:30]1[CH:31]=[C:32]([C:36](=[NH:39])[NH:37]O)[CH:33]=[CH:34][CH:35]=1. (4) The reactants are: P(Cl)(Cl)(Cl)=O.[NH:6]1[C:14]2[C:9](=[CH:10][CH:11]=[CH:12][C:13]=2[C:15]([O:17][CH3:18])=[O:16])[CH:8]=[CH:7]1.[Cl-].O[NH3+].O.[CH3:23][N:24](C)C=O. Given the product [C:23]([C:8]1[C:9]2[C:14](=[C:13]([C:15]([O:17][CH3:18])=[O:16])[CH:12]=[CH:11][CH:10]=2)[NH:6][CH:7]=1)#[N:24], predict the reactants needed to synthesize it. (5) Given the product [NH2:1][C:2]1[C:11]2[C:6](=[CH:7][CH:8]=[CH:9][C:10]=2[O:12][CH2:13][C@@H:14]([NH:16][C:30](=[O:31])[C:29]2[CH:33]=[CH:34][C:35]([O:36][CH3:37])=[C:27]([O:26][CH2:25][CH2:24][OH:23])[CH:28]=2)[CH3:15])[N:5]=[C:4]([CH3:17])[C:3]=1[C:18]([O:20][CH2:21][CH3:22])=[O:19], predict the reactants needed to synthesize it. The reactants are: [NH2:1][C:2]1[C:11]2[C:6](=[CH:7][CH:8]=[CH:9][C:10]=2[O:12][CH2:13][C@@H:14]([NH2:16])[CH3:15])[N:5]=[C:4]([CH3:17])[C:3]=1[C:18]([O:20][CH2:21][CH3:22])=[O:19].[OH:23][CH2:24][CH2:25][O:26][C:27]1[CH:28]=[C:29]([CH:33]=[CH:34][C:35]=1[O:36][CH3:37])[C:30](O)=[O:31]. (6) Given the product [Br:1][C:2]1[CH:6]=[CH:5][NH:4][C:3]=1[C:7]([NH:43][CH2:44][C:45]1[CH:50]=[CH:49][C:48]([Cl:51])=[C:47]([O:52][C:53]2[CH:54]=[C:55]([C:56]#[N:57])[CH:58]=[C:59]([Cl:61])[CH:60]=2)[C:46]=1[F:62])=[O:9], predict the reactants needed to synthesize it. The reactants are: [Br:1][C:2]1[CH:6]=[CH:5][NH:4][C:3]=1[C:7]([OH:9])=O.CN(C(ON1N=NC2C=CC=NC1=2)=[N+](C)C)C.F[P-](F)(F)(F)(F)F.CCN(C(C)C)C(C)C.[NH2:43][CH2:44][C:45]1[C:46]([F:62])=[C:47]([O:52][C:53]2[CH:54]=[C:55]([CH:58]=[C:59]([Cl:61])[CH:60]=2)[C:56]#[N:57])[C:48]([Cl:51])=[CH:49][CH:50]=1.